From a dataset of Catalyst prediction with 721,799 reactions and 888 catalyst types from USPTO. Predict which catalyst facilitates the given reaction. (1) Reactant: [OH:1][C@@H:2]1[CH2:9][N:8]([CH2:10][CH2:11][C@H:12]([N:15]2[C:21](=[O:22])[CH2:20][CH2:19][NH:18][CH2:17][CH2:16]2)[CH2:13][OH:14])[CH2:7][CH2:6][C:3]21[CH2:5][CH2:4]2.C(N(CC)CC)C.Cl[Si](C)(C)C.[Cl:35][C:36]1[CH:37]=[C:38]([N:43]=[C:44]=[O:45])[CH:39]=[CH:40][C:41]=1[Cl:42]. Product: [Cl:35][C:36]1[CH:37]=[C:38]([NH:43][C:44]([N:18]2[CH2:19][CH2:20][C:21](=[O:22])[N:15]([C@H:12]([CH2:13][OH:14])[CH2:11][CH2:10][N:8]3[CH2:7][CH2:6][C:3]4([CH2:4][CH2:5]4)[C@H:2]([OH:1])[CH2:9]3)[CH2:16][CH2:17]2)=[O:45])[CH:39]=[CH:40][C:41]=1[Cl:42]. The catalyst class is: 120. (2) Reactant: [F:1][C:2]1[C:29]([NH:30][S:31]([CH2:34][CH2:35][CH3:36])(=[O:33])=[O:32])=[CH:28][CH:27]=[C:26]([F:37])[C:3]=1[C:4]([NH:6][C:7]1[CH:8]=[C:9]2[C:15](I)=[CH:14][N:13](S(C3C=CC=CC=3)(=O)=O)[C:10]2=[N:11][CH:12]=1)=[O:5].[F:38][C:39]1[CH:40]=[C:41](B(O)O)[CH:42]=[CH:43][C:44]=1[F:45].C([O-])([O-])=O.[K+].[K+].C(#N)C. Product: [F:38][C:39]1[CH:40]=[C:41]([C:15]2[C:9]3[C:10](=[N:11][CH:12]=[C:7]([NH:6][C:4](=[O:5])[C:3]4[C:26]([F:37])=[CH:27][CH:28]=[C:29]([NH:30][S:31]([CH2:34][CH2:35][CH3:36])(=[O:33])=[O:32])[C:2]=4[F:1])[CH:8]=3)[NH:13][CH:14]=2)[CH:42]=[CH:43][C:44]=1[F:45]. The catalyst class is: 103. (3) Reactant: [CH3:1][NH2:2].[NH2:3][C@@H:4]([CH2:27][C:28]1[CH:29]=[N:30][C:31]([C:34]([F:37])([F:36])[F:35])=[CH:32][CH:33]=1)[CH2:5][NH:6][C:7]1[S:8][C:9]([C:16]2[CH:17]=[C:18]3[C:23](=[CH:24][CH:25]=2)[CH:22]=[N:21][C:20]([F:26])=[CH:19]3)=[C:10]([C:12](OC)=[O:13])[N:11]=1. Product: [NH2:3][C@@H:4]([CH2:27][C:28]1[CH:29]=[N:30][C:31]([C:34]([F:37])([F:35])[F:36])=[CH:32][CH:33]=1)[CH2:5][NH:6][C:7]1[S:8][C:9]([C:16]2[CH:17]=[C:18]3[C:23](=[CH:24][CH:25]=2)[CH:22]=[N:21][C:20]([F:26])=[CH:19]3)=[C:10]([C:12]([NH:2][CH3:1])=[O:13])[N:11]=1. The catalyst class is: 5. (4) Reactant: CC(N=N[C:8]([C:11]#N)([CH3:10])C)(C#N)C.[OH2:13].[CH3:14][OH:15].C[C:17](=[O:20])[CH2:18]C. Product: [C:17]([O:20][CH:8]([CH3:10])[CH2:11][O:15][CH3:14])(=[O:13])[CH3:18]. The catalyst class is: 81. (5) The catalyst class is: 49. Product: [N:9]1[C:8]2[CH:10]=[CH:11][NH:12][C:7]=2[CH:6]=[N:5][CH:4]=1. Reactant: [H-].[Na+].Cl[C:4]1[N:5]=[CH:6][C:7]2[NH:12][CH:11]=[CH:10][C:8]=2[N:9]=1.C[Si](CCOCCl)(C)C. (6) Reactant: C([O:3][C:4](=[O:25])[CH2:5][CH2:6][CH2:7][N:8]1[C:13]2[CH:14]=[CH:15][CH:16]=[C:17]([CH:18]([CH3:20])[CH3:19])[C:12]=2[O:11][CH:10]([CH:21]([CH3:23])[CH3:22])[C:9]1=[S:24])C.[OH-].[Na+]. Product: [CH:21]([CH:10]1[C:9](=[S:24])[N:8]([CH2:7][CH2:6][CH2:5][C:4]([OH:25])=[O:3])[C:13]2[CH:14]=[CH:15][CH:16]=[C:17]([CH:18]([CH3:20])[CH3:19])[C:12]=2[O:11]1)([CH3:23])[CH3:22]. The catalyst class is: 111.